From a dataset of Peptide-MHC class II binding affinity with 134,281 pairs from IEDB. Regression. Given a peptide amino acid sequence and an MHC pseudo amino acid sequence, predict their binding affinity value. This is MHC class II binding data. (1) The peptide sequence is SSYAATEVANAAAGQ. The MHC is HLA-DQA10201-DQB10202 with pseudo-sequence HLA-DQA10201-DQB10202. The binding affinity (normalized) is 0.267. (2) The peptide sequence is AVSMTGVMRGNHYAF. The MHC is DRB1_1301 with pseudo-sequence DRB1_1301. The binding affinity (normalized) is 0.738. (3) The peptide sequence is AISFWFMCSNGSLQCRI. The MHC is DRB1_0301 with pseudo-sequence DRB1_0301. The binding affinity (normalized) is 0. (4) The peptide sequence is GNQEGSLKTALTGAM. The MHC is HLA-DQA10303-DQB10402 with pseudo-sequence HLA-DQA10303-DQB10402. The binding affinity (normalized) is 0.426. (5) The MHC is DRB1_0901 with pseudo-sequence DRB1_0901. The binding affinity (normalized) is 0.575. The peptide sequence is GGSLRLSCAASGFTF. (6) The peptide sequence is TITVYAVTYYKEADY. The MHC is HLA-DPA10301-DPB10402 with pseudo-sequence HLA-DPA10301-DPB10402. The binding affinity (normalized) is 0.416. (7) The peptide sequence is DKKVLLSQLITLGSH. The MHC is DRB1_0101 with pseudo-sequence DRB1_0101. The binding affinity (normalized) is 0.639.